From a dataset of Catalyst prediction with 721,799 reactions and 888 catalyst types from USPTO. Predict which catalyst facilitates the given reaction. (1) Reactant: B(Br)(Br)Br.[CH:5]1([C:10]([N:12]2[CH2:19][CH2:18][C@:17]3([CH3:23])[C:20]([CH3:22])([CH3:21])[C@H:13]2[CH2:14][C:15]2[C:27]([O:28]C)=[CH:26][CH:25]=[CH:24][C:16]=23)=[O:11])[CH2:9][CH2:8][CH2:7][CH2:6]1. Product: [CH:5]1([C:10]([N:12]2[CH2:19][CH2:18][C@:17]3([CH3:23])[C:20]([CH3:21])([CH3:22])[C@H:13]2[CH2:14][C:15]2[C:27]([OH:28])=[CH:26][CH:25]=[CH:24][C:16]=23)=[O:11])[CH2:9][CH2:8][CH2:7][CH2:6]1. The catalyst class is: 4. (2) Reactant: Cl[S:2]([C:5]1[CH:6]=[C:7]2[C:11](=[CH:12][CH:13]=1)[NH:10][C:9](=[O:14])[CH2:8]2)(=[O:4])=[O:3].[NH2:15][C:16]1[CH:21]=[CH:20][CH:19]=[CH:18][CH:17]=1.N1C=CC=CC=1.Cl. Product: [C:16]1([NH:15][S:2]([C:5]2[CH:6]=[C:7]3[C:11](=[CH:12][CH:13]=2)[NH:10][C:9](=[O:14])[CH2:8]3)(=[O:4])=[O:3])[CH:21]=[CH:20][CH:19]=[CH:18][CH:17]=1. The catalyst class is: 96. (3) Reactant: O1CCCC1CCO.C([O:16][CH2:17][CH2:18][N:19]1[CH:23]=[C:22]([CH2:24][CH2:25][O:26][C:27]2[CH:32]=[CH:31][C:30]([Cl:33])=[CH:29][C:28]=2[Cl:34])[C:21]([O:35][CH:36]([CH3:38])[CH3:37])=[N:20]1)C1C=CC=CC=1. Product: [Cl:34][C:28]1[CH:29]=[C:30]([Cl:33])[CH:31]=[CH:32][C:27]=1[O:26][CH2:25][CH2:24][C:22]1[C:21]([O:35][CH:36]([CH3:38])[CH3:37])=[N:20][N:19]([CH2:18][CH2:17][OH:16])[CH:23]=1. The catalyst class is: 719. (4) Reactant: [C:1]([N:4]([CH3:25])[C:5]1[CH:10]=[CH:9][CH:8]=[CH:7][C:6]=1[CH2:11][C:12]([NH:14][CH2:15][C@H:16]1[CH2:21][CH2:20][C@H:19]([C:22]([OH:24])=O)[CH2:18][CH2:17]1)=[O:13])([OH:3])=O.[N:26]1[CH:31]=[CH:30][CH:29]=[CH:28][C:27]=1[N:32]1[CH2:37][CH2:36][NH:35][CH2:34][CH2:33]1. Product: [CH3:25][N:4]1[C:5]2[CH:10]=[CH:9][CH:8]=[CH:7][C:6]=2[CH2:11][C:12](=[O:13])[N:14]([CH2:15][C@H:16]2[CH2:17][CH2:18][C@H:19]([C:22]([N:35]3[CH2:36][CH2:37][N:32]([C:27]4[CH:28]=[CH:29][CH:30]=[CH:31][N:26]=4)[CH2:33][CH2:34]3)=[O:24])[CH2:20][CH2:21]2)[C:1]1=[O:3]. The catalyst class is: 820. (5) Reactant: [CH2:1]([NH:8][C:9]1[CH:16]=[CH:15][C:12](OC)=[CH:11][CH:10]=1)[C:2]1[CH:7]=[CH:6][CH:5]=[CH:4]C=1.C(=O)(O)[O-].[Na+]. Product: [CH2:2]1[C:1]2[NH:8][C:9]3[C:10](=[CH:11][CH:12]=[CH:15][CH:16]=3)[C:4]=2[CH2:5][CH2:6][CH2:7]1. The catalyst class is: 9. (6) The catalyst class is: 6. Reactant: [CH2:1]([O:5][CH:6]1[CH2:11][CH2:10][C:9]([C:13]2[CH:18]=[CH:17][CH:16]=[C:15]([F:19])[C:14]=2[F:20])(O)[CH2:8][CH2:7]1)[CH2:2][CH2:3][CH3:4].C1(C)C=CC(S(O)(=O)=O)=CC=1.C1(C)C=CC=CC=1. Product: [CH2:1]([O:5][CH:6]1[CH2:11][CH2:10][C:9]([C:13]2[CH:18]=[CH:17][CH:16]=[C:15]([F:19])[C:14]=2[F:20])=[CH:8][CH2:7]1)[CH2:2][CH2:3][CH3:4]. (7) The catalyst class is: 18. Product: [CH3:28][O:20][C:18]([C:4]1[C:3]([O:25][CH2:24][C:23]([F:27])([F:26])[F:22])=[C:2]([NH2:1])[N:7]=[C:6]([C:8]2[CH:13]=[CH:12][C:11]([Cl:14])=[C:10]([O:15][CH3:16])[C:9]=2[F:17])[N:5]=1)=[O:19]. Reactant: [NH2:1][C:2]1[N:7]=[C:6]([C:8]2[CH:13]=[CH:12][C:11]([Cl:14])=[C:10]([O:15][CH3:16])[C:9]=2[F:17])[N:5]=[C:4]([C:18]([OH:20])=[O:19])[C:3]=1Br.[F:22][C:23]([F:27])([F:26])[CH2:24][OH:25].[C:28](=O)([O-])[O-].[Cs+].[Cs+]. (8) Reactant: Cl[C:2]1[CH:7]=[C:6]([C:8]2[CH:13]=[CH:12][CH:11]=[CH:10][CH:9]=2)[N:5]=[C:4]([NH:14][C:15](=[O:32])[CH2:16][CH2:17][C:18]([C:20]2[CH:25]=[CH:24][C:23]([O:26][CH2:27][CH3:28])=[C:22]([O:29][CH2:30][CH3:31])[CH:21]=2)=[O:19])[CH:3]=1.C1(C2C=CC=CC=2)C=CC=CC=1P(C1CCCCC1)C1CCCCC1.C(=O)([O-])[O-].[K+].[K+].[C:64]([C:66]1[CH:71]=[CH:70][C:69](B(O)O)=[CH:68][CH:67]=1)#[N:65]. Product: [C:64]([C:66]1[CH:71]=[CH:70][C:69]([C:2]2[CH:7]=[C:6]([C:8]3[CH:13]=[CH:12][CH:11]=[CH:10][CH:9]=3)[N:5]=[C:4]([NH:14][C:15](=[O:32])[CH2:16][CH2:17][C:18]([C:20]3[CH:25]=[CH:24][C:23]([O:26][CH2:27][CH3:28])=[C:22]([O:29][CH2:30][CH3:31])[CH:21]=3)=[O:19])[CH:3]=2)=[CH:68][CH:67]=1)#[N:65]. The catalyst class is: 110.